From a dataset of Catalyst prediction with 721,799 reactions and 888 catalyst types from USPTO. Predict which catalyst facilitates the given reaction. (1) Reactant: C(OC([N:8]1[CH2:13][CH2:12][N:11]([C:14]2[CH:19]=[C:18]([C:20]3[CH:25]=[CH:24][C:23]([F:26])=[C:22]([Cl:27])[CH:21]=3)[N:17]=[C:16]([N:28]3[CH2:33][CH2:32][N:31]([CH2:34][CH2:35][CH3:36])[CH2:30][CH2:29]3)[N:15]=2)[CH2:10][CH2:9]1)=O)(C)(C)C.Cl. Product: [Cl:27][C:22]1[CH:21]=[C:20]([C:18]2[CH:19]=[C:14]([N:11]3[CH2:12][CH2:13][NH:8][CH2:9][CH2:10]3)[N:15]=[C:16]([N:28]3[CH2:29][CH2:30][N:31]([CH2:34][CH2:35][CH3:36])[CH2:32][CH2:33]3)[N:17]=2)[CH:25]=[CH:24][C:23]=1[F:26]. The catalyst class is: 12. (2) Reactant: CC1C=CC(S(OCC2CC3C=CC=C(C4C=CC=CC=4F)C=3O2)(=O)=O)=CC=1.[N-]=[N+]=[N-].[Na+].N(CC1CC2C=C(Cl)C=C(C3C=CSC=3)C=2O1)=[N+]=[N-].[N:52]([CH2:55][CH:56]1[CH2:60][C:59]2[CH:61]=[CH:62][CH:63]=[C:64]([C:65]3[CH:70]=[CH:69][CH:68]=[CH:67][C:66]=3[F:71])[C:58]=2[O:57]1)=[N+]=[N-].[N-]=[N+]=[N-]. Product: [F:71][C:66]1[CH:67]=[CH:68][CH:69]=[CH:70][C:65]=1[C:64]1[C:58]2[O:57][CH:56]([CH2:55][NH2:52])[CH2:60][C:59]=2[CH:61]=[CH:62][CH:63]=1. The catalyst class is: 553. (3) Reactant: [Cl:1][C:2]1[CH:3]=[C:4]2[C:10]([C:11]3[N:16]=[C:15]([NH:17][CH:18]4[CH2:23][CH2:22][CH2:21][NH:20][CH2:19]4)[C:14]([F:24])=[CH:13][N:12]=3)=[CH:9][NH:8][C:5]2=[N:6][CH:7]=1.CCN(C(C)C)C(C)C.[CH2:34]([S:37](Cl)(=[O:39])=[O:38])[CH2:35][CH3:36]. Product: [Cl:1][C:2]1[CH:3]=[C:4]2[C:10]([C:11]3[N:16]=[C:15]([NH:17][C@@H:18]4[CH2:23][CH2:22][CH2:21][N:20]([S:37]([CH2:34][CH2:35][CH3:36])(=[O:39])=[O:38])[CH2:19]4)[C:14]([F:24])=[CH:13][N:12]=3)=[CH:9][NH:8][C:5]2=[N:6][CH:7]=1. The catalyst class is: 59. (4) Reactant: [NH2:1][N:2]1[C:7]([CH3:8])=[CH:6][CH:5]=[C:4](C)[C:3]1=[NH2+:10].CC1C=C(C)C=C(C)C=1S([O-])(=O)=O.C([N:26](CC)CC)C.[CH3:31][O:32][C:33]1[CH:42]=[C:41]2[C:36]([CH:37]=[CH:38][C:39]([CH2:43][CH2:44][CH:45]=O)=[N:40]2)=[CH:35][CH:34]=1. Product: [CH3:8][C:7]1[N:2]2[N:1]=[C:45]([CH2:44][CH2:43][C:39]3[CH:38]=[CH:37][C:36]4[C:41](=[CH:42][C:33]([O:32][CH3:31])=[CH:34][CH:35]=4)[N:40]=3)[N:10]=[C:3]2[C:4]([CH3:5])=[N:26][CH:6]=1. The catalyst class is: 10. (5) Reactant: [C:1]([O:5][C:6]([N:8]1[CH2:12][C@@H:11]([CH2:13][C@H:14]([O:18][C:19]2[CH:24]=[CH:23][C:22]([O:25][CH3:26])=[C:21]([O:27][CH2:28][CH2:29][CH2:30][O:31][CH3:32])[CH:20]=2)[CH:15]([CH3:17])[CH3:16])[C@H:10]([CH2:33][OH:34])[CH2:9]1)=[O:7])([CH3:4])([CH3:3])[CH3:2].CC(OI1(OC(C)=O)(OC(C)=O)OC(=O)C2C=CC=CC1=2)=O. Product: [C:1]([O:5][C:6]([N:8]1[CH2:12][C@@H:11]([CH2:13][C@H:14]([O:18][C:19]2[CH:24]=[CH:23][C:22]([O:25][CH3:26])=[C:21]([O:27][CH2:28][CH2:29][CH2:30][O:31][CH3:32])[CH:20]=2)[CH:15]([CH3:17])[CH3:16])[C@H:10]([CH:33]=[O:34])[CH2:9]1)=[O:7])([CH3:2])([CH3:4])[CH3:3]. The catalyst class is: 2.